Dataset: Reaction yield outcomes from USPTO patents with 853,638 reactions. Task: Predict the reaction yield, written as a fraction of the theoretical maximum amount of product (1.0 means a 100% yield; for example, 0.34 means a 34% yield). (1) The reactants are [CH2:1]1[O:13][C:12]2[CH:11]=[C:10]3[C:5]([C:6]([NH:14][CH2:15][CH2:16][CH2:17][N:18]([CH3:20])[CH3:19])=[CH:7][CH:8]=[N:9]3)=[CH:4][C:3]=2[O:2]1.C(Cl)(=O)[C:22](Cl)=[O:23].[I:27][C:28]1[CH:36]=[CH:35][C:34]([O:37][CH3:38])=[C:33]([O:39][CH3:40])[C:29]=1C(O)=O. No catalyst specified. The product is [CH2:1]1[O:13][C:12]2[CH:11]=[C:10]3[C:5]([C:6]([N:14]([CH2:15][CH2:16][CH2:17][N:18]([CH3:19])[CH3:20])[C:22](=[O:23])[C:36]4[CH:35]=[C:34]([O:37][CH3:38])[C:33]([O:39][CH3:40])=[CH:29][C:28]=4[I:27])=[CH:7][CH:8]=[N:9]3)=[CH:4][C:3]=2[O:2]1. The yield is 0.790. (2) The reactants are [C:1]([O:5][C:6]([N:8]1[C:16]2[C:11](=[C:12]([Cl:19])[C:13]([CH2:17]Br)=[CH:14][CH:15]=2)[CH:10]=[CH:9]1)=[O:7])([CH3:4])([CH3:3])[CH3:2].[C:20]1(=[O:30])[NH:24][C:23](=[O:25])[C:22]2=[CH:26][CH:27]=[CH:28][CH:29]=[C:21]12.[K]. The catalyst is CN(C=O)C.CCOC(C)=O. The product is [C:1]([O:5][C:6]([N:8]1[C:16]2[C:11](=[C:12]([Cl:19])[C:13]([CH2:17][N:24]3[C:20](=[O:30])[C:21]4[C:22](=[CH:26][CH:27]=[CH:28][CH:29]=4)[C:23]3=[O:25])=[CH:14][CH:15]=2)[CH:10]=[CH:9]1)=[O:7])([CH3:4])([CH3:3])[CH3:2]. The yield is 0.560. (3) The reactants are [Br:1][C:2]1[CH:3]=[C:4]([NH:13][CH:14]2[CH2:19][CH2:18][CH:17]([NH:20][C:21]([O:23][C:24]([CH3:27])([CH3:26])[CH3:25])=[O:22])[CH2:16][CH2:15]2)[C:5]([CH3:12])=[C:6]([CH:11]=1)[C:7]([O:9][CH3:10])=[O:8].[C:28](=O)([O-])[O-].[Cs+].[Cs+].CI. The catalyst is C(#N)C. The product is [Br:1][C:2]1[CH:3]=[C:4]([N:13]([C@H:14]2[CH2:19][CH2:18][C@@H:17]([NH:20][C:21]([O:23][C:24]([CH3:27])([CH3:26])[CH3:25])=[O:22])[CH2:16][CH2:15]2)[CH3:28])[C:5]([CH3:12])=[C:6]([CH:11]=1)[C:7]([O:9][CH3:10])=[O:8]. The yield is 0.340.